Dataset: Peptide-MHC class I binding affinity with 185,985 pairs from IEDB/IMGT. Task: Regression. Given a peptide amino acid sequence and an MHC pseudo amino acid sequence, predict their binding affinity value. This is MHC class I binding data. The peptide sequence is IEAQQHLL. The MHC is HLA-B45:01 with pseudo-sequence HLA-B45:01. The binding affinity (normalized) is 0.192.